Task: Predict the product of the given reaction.. Dataset: Forward reaction prediction with 1.9M reactions from USPTO patents (1976-2016) (1) Given the reactants [CH:1]1([OH:7])[CH2:6][CH2:5][CH2:4][CH2:3][CH2:2]1.[Na].[Cl:9][C:10]1[N:18]=[C:17]2[C:13]([NH:14][CH:15]=[N:16]2)=[C:12](Cl)[N:11]=1, predict the reaction product. The product is: [Cl:9][C:10]1[N:18]=[C:17]2[C:13]([N:14]=[CH:15][NH:16]2)=[C:12]([O:7][CH:1]2[CH2:6][CH2:5][CH2:4][CH2:3][CH2:2]2)[N:11]=1. (2) Given the reactants [F:1][C:2]1[C:28]([O:29][CH3:30])=[CH:27][C:26]([O:31][CH3:32])=[C:25]([F:33])[C:3]=1[CH2:4][O:5][C:6]1[CH:7]=[N:8][C:9]([NH:12][C:13]2[CH:18]=[CH:17][C:16]([CH:19]3[CH2:24][CH2:23][NH:22][CH2:21][CH2:20]3)=[CH:15][CH:14]=2)=[N:10][CH:11]=1.[C:34](O)(=[O:37])[CH2:35][OH:36].N1(O)C2C=CC=CC=2N=N1.Cl.C(N(CC)CCCN=C=NCC)C.C(=O)([O-])O.[Na+], predict the reaction product. The product is: [F:1][C:2]1[C:28]([O:29][CH3:30])=[CH:27][C:26]([O:31][CH3:32])=[C:25]([F:33])[C:3]=1[CH2:4][O:5][C:6]1[CH:7]=[N:8][C:9]([NH:12][C:13]2[CH:18]=[CH:17][C:16]([CH:19]3[CH2:24][CH2:23][N:22]([C:35](=[O:36])[CH2:34][OH:37])[CH2:21][CH2:20]3)=[CH:15][CH:14]=2)=[N:10][CH:11]=1.